From a dataset of Forward reaction prediction with 1.9M reactions from USPTO patents (1976-2016). Predict the product of the given reaction. (1) Given the reactants [Br:1][C:2]1[CH:3]=[C:4]([CH:25]=[CH:26][C:27]=1[N+:28]([O-])=O)[CH2:5][C@H:6]1[C@H:11]([OH:12])[C@@H:10]([NH:13][CH2:14][C:15]2[CH:20]=[CH:19][CH:18]=[C:17]([C:21]([CH3:24])([CH3:23])[CH3:22])[CH:16]=2)[CH2:9][S:8][CH2:7]1.[CH2:31]1[CH2:35][O:34]C[CH2:32]1.[OH2:36].S(S([O-])=O)([O-])=[O:38].[Na+].[Na+].[CH3:45][OH:46], predict the reaction product. The product is: [C:11]([OH:12])(=[O:34])/[CH:10]=[CH:9]/[C:45]([OH:46])=[O:36].[NH2:28][C:27]1[CH:26]=[CH:25][C:4]([CH2:5][C@H:6]2[C@H:11]([OH:12])[C@@H:10]([NH:13][CH2:14][C:15]3[CH:20]=[CH:19][CH:18]=[C:17]([C:21]([CH3:24])([CH3:22])[CH3:23])[CH:16]=3)[CH2:9][S:8][CH2:7]2)=[CH:3][C:2]=1[Br:1].[C:35]([OH:34])(=[O:38])/[CH:31]=[CH:32]/[C:45]([OH:46])=[O:36]. (2) Given the reactants [I:1][C:2]1[CH:7]=[CH:6][C:5]([N+:8]([O-])=O)=[CH:4][CH:3]=1.[C:11]1([CH2:17]C#N)[CH:16]=[CH:15][CH:14]=[CH:13][CH:12]=1.N1C2C=CC=CC=2C=CC=N1.C([O:33]P(Cl)(=O)OCC)C.[H-].[Na+].[N+](CC(OCC)=O)#[C-], predict the reaction product. The product is: [NH2:8][C:5]1[CH:6]=[CH:7][C:2]([I:1])=[CH:3][C:4]=1[C:17]([C:11]1[CH:16]=[CH:15][CH:14]=[CH:13][CH:12]=1)=[O:33]. (3) Given the reactants [Cl:1][C:2]1[CH:9]=[CH:8][C:5]([CH:6]=[O:7])=[C:4](F)[CH:3]=1.[CH2:11]1[CH:15]2[CH2:16][NH:17][CH2:18][CH:14]2[CH2:13][N:12]1[C:19]([O:21][C:22]([CH3:25])([CH3:24])[CH3:23])=[O:20].CS(C)=O.C([O-])([O-])=O.[K+].[K+], predict the reaction product. The product is: [Cl:1][C:2]1[CH:9]=[CH:8][C:5]([CH:6]=[O:7])=[C:4]([N:17]2[CH2:16][CH:15]3[CH2:11][N:12]([C:19]([O:21][C:22]([CH3:25])([CH3:24])[CH3:23])=[O:20])[CH2:13][CH:14]3[CH2:18]2)[CH:3]=1.